Dataset: Forward reaction prediction with 1.9M reactions from USPTO patents (1976-2016). Task: Predict the product of the given reaction. Given the reactants [N+](C(C1C=CC2C(=CC=C(O[C@H]3CC[C@H](C(F)(F)F)CC3)C=2)C=1)(C)CCC(O)=O)([O-])=O.C[O:33][C:34](=[O:67])[CH2:35][CH2:36][C:37]([N+:64]([O-:66])=[O:65])([C:39]1[CH:48]=[CH:47][C:46]2[C:41](=[CH:42][CH:43]=[C:44]([O:53][C@H:54]3[CH2:59][CH2:58][C@H:57]([C:60]([F:63])([F:62])[F:61])[CH2:56][CH2:55]3)[C:45]=2[C:49]([F:52])([F:51])[F:50])[CH:40]=1)[CH3:38], predict the reaction product. The product is: [N+:64]([C:37]([C:39]1[CH:48]=[CH:47][C:46]2[C:41](=[CH:42][CH:43]=[C:44]([O:53][C@H:54]3[CH2:55][CH2:56][C@H:57]([C:60]([F:61])([F:62])[F:63])[CH2:58][CH2:59]3)[C:45]=2[C:49]([F:50])([F:51])[F:52])[CH:40]=1)([CH3:38])[CH2:36][CH2:35][C:34]([OH:67])=[O:33])([O-:66])=[O:65].